Dataset: Full USPTO retrosynthesis dataset with 1.9M reactions from patents (1976-2016). Task: Predict the reactants needed to synthesize the given product. Given the product [C:30]1([S:27]([C:21]([CH:18]2[CH2:17][CH2:16][C:15]3[C:14]4[C:9](=[CH:10][CH:11]=[C:12]([Cl:36])[CH:13]=4)[NH:8][C:20]=3[CH2:19]2)([F:26])[C:22]([N:23]([CH3:39])[CH3:24])=[O:25])(=[O:28])=[O:29])[CH:35]=[CH:34][CH:33]=[CH:32][CH:31]=1, predict the reactants needed to synthesize it. The reactants are: C(OC([N:8]1[C:20]2[CH2:19][CH:18]([C:21]([S:27]([C:30]3[CH:35]=[CH:34][CH:33]=[CH:32][CH:31]=3)(=[O:29])=[O:28])([F:26])[C:22](=[O:25])[NH:23][CH3:24])[CH2:17][CH2:16][C:15]=2[C:14]2[C:9]1=[CH:10][CH:11]=[C:12]([Cl:36])[CH:13]=2)=O)(C)(C)C.[H-].[Na+].[CH3:39]I.O.